This data is from NCI-60 drug combinations with 297,098 pairs across 59 cell lines. The task is: Regression. Given two drug SMILES strings and cell line genomic features, predict the synergy score measuring deviation from expected non-interaction effect. (1) Drug 1: CC1=C2C(C(=O)C3(C(CC4C(C3C(C(C2(C)C)(CC1OC(=O)C(C(C5=CC=CC=C5)NC(=O)OC(C)(C)C)O)O)OC(=O)C6=CC=CC=C6)(CO4)OC(=O)C)O)C)O. Drug 2: CCC1(C2=C(COC1=O)C(=O)N3CC4=CC5=C(C=CC(=C5CN(C)C)O)N=C4C3=C2)O.Cl. Cell line: SK-MEL-5. Synergy scores: CSS=16.0, Synergy_ZIP=-7.72, Synergy_Bliss=-10.6, Synergy_Loewe=-6.96, Synergy_HSA=-7.81. (2) Drug 1: CC1=C(C=C(C=C1)NC(=O)C2=CC=C(C=C2)CN3CCN(CC3)C)NC4=NC=CC(=N4)C5=CN=CC=C5. Drug 2: CN(C(=O)NC(C=O)C(C(C(CO)O)O)O)N=O. Cell line: NCIH23. Synergy scores: CSS=8.39, Synergy_ZIP=0.705, Synergy_Bliss=3.93, Synergy_Loewe=6.96, Synergy_HSA=3.37. (3) Drug 1: C1=CC=C(C=C1)NC(=O)CCCCCCC(=O)NO. Drug 2: C#CCC(CC1=CN=C2C(=N1)C(=NC(=N2)N)N)C3=CC=C(C=C3)C(=O)NC(CCC(=O)O)C(=O)O. Cell line: SF-539. Synergy scores: CSS=58.8, Synergy_ZIP=8.78, Synergy_Bliss=2.59, Synergy_Loewe=3.01, Synergy_HSA=4.36. (4) Drug 1: C#CCC(CC1=CN=C2C(=N1)C(=NC(=N2)N)N)C3=CC=C(C=C3)C(=O)NC(CCC(=O)O)C(=O)O. Drug 2: C1CCC(C(C1)N)N.C(=O)(C(=O)[O-])[O-].[Pt+4]. Cell line: HCT116. Synergy scores: CSS=56.0, Synergy_ZIP=-1.67, Synergy_Bliss=-1.20, Synergy_Loewe=1.21, Synergy_HSA=0.521. (5) Drug 1: CC1OCC2C(O1)C(C(C(O2)OC3C4COC(=O)C4C(C5=CC6=C(C=C35)OCO6)C7=CC(=C(C(=C7)OC)O)OC)O)O. Drug 2: CCCCC(=O)OCC(=O)C1(CC(C2=C(C1)C(=C3C(=C2O)C(=O)C4=C(C3=O)C=CC=C4OC)O)OC5CC(C(C(O5)C)O)NC(=O)C(F)(F)F)O. Cell line: PC-3. Synergy scores: CSS=22.2, Synergy_ZIP=-4.96, Synergy_Bliss=1.77, Synergy_Loewe=4.38, Synergy_HSA=3.90. (6) Drug 1: CC12CCC(CC1=CCC3C2CCC4(C3CC=C4C5=CN=CC=C5)C)O. Drug 2: COC1=C2C(=CC3=C1OC=C3)C=CC(=O)O2. Cell line: MOLT-4. Synergy scores: CSS=6.68, Synergy_ZIP=1.06, Synergy_Bliss=6.85, Synergy_Loewe=1.00, Synergy_HSA=4.19. (7) Drug 1: C1=C(C(=O)NC(=O)N1)N(CCCl)CCCl. Drug 2: CC1=C(C=C(C=C1)NC(=O)C2=CC=C(C=C2)CN3CCN(CC3)C)NC4=NC=CC(=N4)C5=CN=CC=C5. Cell line: SF-268. Synergy scores: CSS=24.9, Synergy_ZIP=1.89, Synergy_Bliss=0.808, Synergy_Loewe=-6.47, Synergy_HSA=-1.06.